This data is from Catalyst prediction with 721,799 reactions and 888 catalyst types from USPTO. The task is: Predict which catalyst facilitates the given reaction. (1) Reactant: [Br:1][C:2]1[C:7]([F:8])=[CH:6][C:5]([OH:9])=[C:4]([F:10])[CH:3]=1.C([O-])([O-])=O.[Cs+].[Cs+].[CH2:17](Br)[C:18]1[CH:23]=[CH:22][CH:21]=[CH:20][CH:19]=1. Product: [C:18]1([CH2:17][O:9][C:5]2[CH:6]=[C:7]([F:8])[C:2]([Br:1])=[CH:3][C:4]=2[F:10])[CH:23]=[CH:22][CH:21]=[CH:20][CH:19]=1. The catalyst class is: 3. (2) Reactant: [C:1]([C:3]1[CH:8]=[CH:7][C:6]([C:9]2[CH:10]=[C:11]([NH:23][C:24](=[O:26])[CH3:25])[C:12]([CH3:22])=[N:13][C:14]=2[C:15]2[CH:20]=[CH:19][C:18]([CH3:21])=[CH:17][CH:16]=2)=[CH:5][CH:4]=1)#[N:2].[N:27](OC(C)(C)C)=O.CC(OC(C)=O)=O.CC([O-])=O.[K+].C([O-])(O)=O.[Na+]. The catalyst class is: 11. Product: [C:24]([N:23]1[C:11]2[C:12](=[N:13][C:14]([C:15]3[CH:20]=[CH:19][C:18]([CH3:21])=[CH:17][CH:16]=3)=[C:9]([C:6]3[CH:5]=[CH:4][C:3]([C:1]#[N:2])=[CH:8][CH:7]=3)[CH:10]=2)[CH:22]=[N:27]1)(=[O:26])[CH3:25]. (3) Reactant: [CH3:1][C:2]1[CH:7]=[CH:6][C:5]([C:8]2[CH:13]=[CH:12][C:11]([CH3:14])=[CH:10][CH:9]=2)=[C:4]([C:15]([NH:17][C:18]2[CH:40]=[CH:39][C:21]([O:22][CH2:23][CH2:24][C:25]3[N:30]=[C:29]([NH:31]C(=O)OC(C)(C)C)[CH:28]=[CH:27][CH:26]=3)=[CH:20][CH:19]=2)=[O:16])[CH:3]=1.FC(F)(F)C(O)=O. Product: [NH2:31][C:29]1[N:30]=[C:25]([CH2:24][CH2:23][O:22][C:21]2[CH:20]=[CH:19][C:18]([NH:17][C:15]([C:4]3[C:5]([C:8]4[CH:13]=[CH:12][C:11]([CH3:14])=[CH:10][CH:9]=4)=[CH:6][CH:7]=[C:2]([CH3:1])[CH:3]=3)=[O:16])=[CH:40][CH:39]=2)[CH:26]=[CH:27][CH:28]=1. The catalyst class is: 4. (4) Reactant: [F:1][C:2]([F:18])([F:17])[CH2:3][CH2:4][NH:5][NH:6]C(OCC1C=CC=CC=1)=O.[ClH:19]. Product: [ClH:19].[ClH:19].[F:1][C:2]([F:18])([F:17])[CH2:3][CH2:4][NH:5][NH2:6]. The catalyst class is: 50. (5) Reactant: [O:1]=[C:2]1[C:11]2[CH:10]=[C:9]([C:12]3[N:17]=[C:16]([S:18]([NH2:21])(=[O:20])=[O:19])[CH:15]=[CH:14][CH:13]=3)[CH:8]=[CH:7][C:6]=2[CH2:5][CH2:4][CH2:3]1.CCN=C=NCCCN(C)C.[C:33]1([CH2:39][CH2:40][CH2:41][CH2:42][CH2:43][C:44](O)=[O:45])[CH:38]=[CH:37][CH:36]=[CH:35][CH:34]=1.Cl. Product: [C:33]1([CH2:39][CH2:40][CH2:41][CH2:42][CH2:43][C:44]([NH:21][S:18]([C:16]2[CH:15]=[CH:14][CH:13]=[C:12]([C:9]3[CH:8]=[CH:7][C:6]4[CH2:5][CH2:4][CH2:3][C:2](=[O:1])[C:11]=4[CH:10]=3)[N:17]=2)(=[O:20])=[O:19])=[O:45])[CH:38]=[CH:37][CH:36]=[CH:35][CH:34]=1. The catalyst class is: 79. (6) Reactant: [NH2:1][C:2]1[CH:7]=[C:6]([Cl:8])[CH:5]=[CH:4][C:3]=1[S:9][CH2:10][C:11]1[N:12]=[C:13]([NH:16][C:17](=[O:23])[O:18][C:19]([CH3:22])([CH3:21])[CH3:20])[S:14][CH:15]=1.[O:24]1[C:28]2[CH:29]=[CH:30][CH:31]=[CH:32][C:27]=2[CH:26]=[C:25]1[S:33](Cl)(=[O:35])=[O:34]. Product: [O:24]1[C:28]2[CH:29]=[CH:30][CH:31]=[CH:32][C:27]=2[CH:26]=[C:25]1[S:33]([NH:1][C:2]1[CH:7]=[C:6]([Cl:8])[CH:5]=[CH:4][C:3]=1[S:9][CH2:10][C:11]1[N:12]=[C:13]([NH:16][C:17](=[O:23])[O:18][C:19]([CH3:20])([CH3:22])[CH3:21])[S:14][CH:15]=1)(=[O:35])=[O:34]. The catalyst class is: 17. (7) Reactant: [NH2:1][C:2]1[CH:3]=[C:4]([NH:17][C:18]([C:20]2[C:21]([C:26]3[CH:31]=[CH:30][C:29]([C:32]([F:35])([F:34])[F:33])=[CH:28][CH:27]=3)=[CH:22][CH:23]=[CH:24][CH:25]=2)=[O:19])[CH:5]=[CH:6][C:7]=1[NH:8][CH2:9][CH2:10][C:11]1[CH:16]=[CH:15][CH:14]=[CH:13][N:12]=1.N1([C:41](N2C=CN=C2)=[O:42])C=CN=C1. Product: [O:42]=[C:41]1[N:8]([CH2:9][CH2:10][C:11]2[CH:16]=[CH:15][CH:14]=[CH:13][N:12]=2)[C:7]2[CH:6]=[CH:5][C:4]([NH:17][C:18]([C:20]3[C:21]([C:26]4[CH:27]=[CH:28][C:29]([C:32]([F:35])([F:33])[F:34])=[CH:30][CH:31]=4)=[CH:22][CH:23]=[CH:24][CH:25]=3)=[O:19])=[CH:3][C:2]=2[NH:1]1. The catalyst class is: 7.